Dataset: Reaction yield outcomes from USPTO patents with 853,638 reactions. Task: Predict the reaction yield, written as a fraction of the theoretical maximum amount of product (1.0 means a 100% yield; for example, 0.34 means a 34% yield). (1) The reactants are [NH2:1][C:2]1[CH:10]=[C:6]([C:7]([OH:9])=[O:8])[C:5]([OH:11])=[CH:4][CH:3]=1.C(N(CC)CC)C.[F:19][C:20]1[C:27]([F:28])=[C:26]([C:29]([F:32])([F:31])[F:30])[C:25]([F:33])=[C:24]([F:34])[C:21]=1[CH2:22]Br. The catalyst is CN(C=O)C. The product is [OH:11][C:5]1[CH:4]=[CH:3][C:2]([NH:1][CH2:22][C:21]2[C:24]([F:34])=[C:25]([F:33])[C:26]([C:29]([F:30])([F:32])[F:31])=[C:27]([F:28])[C:20]=2[F:19])=[CH:10][C:6]=1[C:7]([OH:9])=[O:8]. The yield is 0.640. (2) The yield is 0.890. The product is [Cl:1][C:2]1[C:6]([N:7]([CH2:8][CH3:9])[C:29](=[O:30])[CH2:28][CH2:27][S:26][CH2:25][CH2:24][C:23]([F:33])([F:32])[F:22])=[CH:5][N:4]([C:10]2[CH:11]=[N:12][CH:13]=[CH:14][CH:15]=2)[N:3]=1. The reactants are [Cl:1][C:2]1[C:6]([NH:7][CH2:8][CH3:9])=[CH:5][N:4]([C:10]2[CH:11]=[N:12][CH:13]=[CH:14][CH:15]=2)[N:3]=1.N1C=CC=CC=1.[F:22][C:23]([F:33])([F:32])[CH2:24][CH2:25][S:26][CH2:27][CH2:28][C:29](Cl)=[O:30].O. The catalyst is C(Cl)Cl.CN(C)C1C=CN=CC=1. (3) The reactants are [CH3:1][C:2]1[CH:3]=[C:4]([CH2:20][C:21]#[N:22])[CH:5]=[C:6]([CH3:19])[C:7]=1[O:8][C:9]1[CH:14]=[CH:13][C:12]([OH:15])=[C:11]([CH:16]([CH3:18])[CH3:17])[CH:10]=1.[Cl-].[NH4+].[N-:25]=[N+:26]=[N-:27].[Na+]. The catalyst is CN(C)C=O. The product is [CH3:1][C:2]1[CH:3]=[C:4]([CH:5]=[C:6]([CH3:19])[C:7]=1[O:8][C:9]1[CH:14]=[CH:13][C:12]([OH:15])=[C:11]([CH:16]([CH3:18])[CH3:17])[CH:10]=1)[CH2:20][C:21]1[NH:27][N:26]=[N:25][N:22]=1. The yield is 0.370. (4) The reactants are C([O:3][C:4](=O)[C:5]([F:17])([F:16])[C:6]1[CH:7]=[C:8]2[C:13](=[CH:14][CH:15]=1)[N:12]=[CH:11][CH:10]=[CH:9]2)C.[NH2:19][NH2:20].O. The catalyst is CO. The product is [F:16][C:5]([F:17])([C:6]1[CH:7]=[C:8]2[C:13](=[CH:14][CH:15]=1)[N:12]=[CH:11][CH:10]=[CH:9]2)[C:4]([NH:19][NH2:20])=[O:3]. The yield is 0.850. (5) The reactants are [NH2:1][C@@H:2]([C:28]1[CH:33]=[CH:32][CH:31]=[CH:30][CH:29]=1)[C:3]([N:5]([C:18]1[CH:23]=[CH:22][C:21]([O:24][CH3:25])=[C:20]([O:26][CH3:27])[CH:19]=1)[CH2:6][CH2:7][C:8]1[CH:13]=[CH:12][C:11]([C:14]([F:17])([F:16])[F:15])=[CH:10][CH:9]=1)=[O:4].[O:34]1[CH2:37][C:36](=O)[CH2:35]1.C(O[BH-](OC(=O)C)OC(=O)C)(=O)C.[Na+].C(O)(=O)C. The catalyst is ClCCCl. The product is [CH3:27][O:26][C:20]1[CH:19]=[C:18]([N:5]([CH2:6][CH2:7][C:8]2[CH:9]=[CH:10][C:11]([C:14]([F:17])([F:16])[F:15])=[CH:12][CH:13]=2)[C:3](=[O:4])[C@@H:2]([NH:1][CH:36]2[CH2:37][O:34][CH2:35]2)[C:28]2[CH:29]=[CH:30][CH:31]=[CH:32][CH:33]=2)[CH:23]=[CH:22][C:21]=1[O:24][CH3:25]. The yield is 0.220. (6) The reactants are [Cl:1][C:2]1[CH:17]=[CH:16][C:5]([O:6][C@H:7]([CH3:15])[CH2:8][CH2:9][O:10]S(C)(=O)=O)=[C:4]([O:18][C:19]2[CH:24]=[CH:23][CH:22]=[CH:21][CH:20]=2)[CH:3]=1.C[O:26][C:27]([CH:29]1[CH2:31][CH:30]1[C:32]1[CH:37]=[CH:36][C:35](O)=[CH:34][C:33]=1[CH3:39])=[O:28]. No catalyst specified. The product is [Cl:1][C:2]1[CH:17]=[CH:16][C:5]([O:6][CH:7]([CH3:15])[CH2:8][CH2:9][O:10][C:35]2[CH:36]=[CH:37][C:32]([CH:30]3[CH2:31][C@H:29]3[C:27]([OH:28])=[O:26])=[C:33]([CH3:39])[CH:34]=2)=[C:4]([O:18][C:19]2[CH:24]=[CH:23][CH:22]=[CH:21][CH:20]=2)[CH:3]=1. The yield is 0.680. (7) The yield is 1.18. The catalyst is CC(C)=O. The product is [I:22][C:21]1[C:15]2[C:16](=[N:17][CH:18]=[C:13]([C:5]3[CH:6]=[C:7]([O:11][CH3:12])[C:8]([O:9][CH3:10])=[C:3]([O:2][CH3:1])[CH:4]=3)[CH:14]=2)[NH:19][CH:20]=1. The reactants are [CH3:1][O:2][C:3]1[CH:4]=[C:5]([C:13]2[CH:14]=[C:15]3[CH:21]=[CH:20][NH:19][C:16]3=[N:17][CH:18]=2)[CH:6]=[C:7]([O:11][CH3:12])[C:8]=1[O:9][CH3:10].[I:22]N1C(=O)CCC1=O.